This data is from CYP2C19 inhibition data for predicting drug metabolism from PubChem BioAssay. The task is: Regression/Classification. Given a drug SMILES string, predict its absorption, distribution, metabolism, or excretion properties. Task type varies by dataset: regression for continuous measurements (e.g., permeability, clearance, half-life) or binary classification for categorical outcomes (e.g., BBB penetration, CYP inhibition). Dataset: cyp2c19_veith. The compound is COc1ccc(C[C@@H]2NC[C@H](O)[C@@H]2OC(C)=O)cc1. The result is 0 (non-inhibitor).